Dataset: Forward reaction prediction with 1.9M reactions from USPTO patents (1976-2016). Task: Predict the product of the given reaction. (1) Given the reactants [C:1]12([C:11]3[CH:12]=[C:13]([C:18]4[CH:19]=[C:20]([C:23]([O:28][CH3:29])=[CH:24][C:25]=4[O:26][CH3:27])[CH:21]=O)[CH:14]=[CH:15][C:16]=3[OH:17])[CH2:10][CH:5]3[CH2:6][CH:7]([CH2:9][CH:3]([CH2:4]3)[CH2:2]1)[CH2:8]2.[S:30]1[CH2:36][C:34](=[O:35])[NH:33][C:31]1=S.[NH:37]1[CH2:41][CH2:40][CH2:39][CH2:38]1, predict the reaction product. The product is: [C:1]12([C:11]3[CH:12]=[C:13]([C:18]4[CH:19]=[C:20]([C:23]([O:28][CH3:29])=[CH:24][C:25]=4[O:26][CH3:27])[CH:21]=[C:36]4[S:30][C:31]([CH:40]5[CH2:41][NH:37][CH2:38][CH2:39]5)=[N:33][C:34]4=[O:35])[CH:14]=[CH:15][C:16]=3[OH:17])[CH2:2][CH:3]3[CH2:9][CH:7]([CH2:6][CH:5]([CH2:4]3)[CH2:10]1)[CH2:8]2. (2) Given the reactants [C:1]([C:3]1[CH:4]=[C:5]([C:13]2[O:17][N:16]=[C:15]([C:18]3[CH:36]=[CH:35][C:21]4[CH2:22][CH2:23][N:24]([CH2:27][CH2:28][CH2:29][C:30]([O:32]CC)=[O:31])[CH2:25][CH2:26][C:20]=4[CH:19]=3)[N:14]=2)[CH:6]=[CH:7][C:8]=1[O:9][CH:10]([CH3:12])[CH3:11])#[N:2].[OH-].[Na+:38], predict the reaction product. The product is: [Na+:38].[C:1]([C:3]1[CH:4]=[C:5]([C:13]2[O:17][N:16]=[C:15]([C:18]3[CH:36]=[CH:35][C:21]4[CH2:22][CH2:23][N:24]([CH2:27][CH2:28][CH2:29][C:30]([O-:32])=[O:31])[CH2:25][CH2:26][C:20]=4[CH:19]=3)[N:14]=2)[CH:6]=[CH:7][C:8]=1[O:9][CH:10]([CH3:11])[CH3:12])#[N:2]. (3) Given the reactants Br[CH2:2][C:3]1[CH:4]=[CH:5][C:6]2[N:7]([C:9]([CH3:15])=[C:10]([CH:12]([CH3:14])[CH3:13])[N:11]=2)[CH:8]=1.[Cl:16][C:17]1[N:18]=[C:19]([NH:26][CH2:27][C:28]2[C:33]([Cl:34])=[CH:32][CH:31]=[C:30]([O:35][CH3:36])[C:29]=2[F:37])[C:20]2[C:21](=[N:23][NH:24][CH:25]=2)[N:22]=1.C([O-])([O-])=O.[Cs+].[Cs+], predict the reaction product. The product is: [Cl:16][C:17]1[N:18]=[C:19]([NH:26][CH2:27][C:28]2[C:33]([Cl:34])=[CH:32][CH:31]=[C:30]([O:35][CH3:36])[C:29]=2[F:37])[C:20]2[C:21](=[N:23][N:24]([CH2:2][C:3]3[CH:4]=[CH:5][C:6]4[N:7]([C:9]([CH3:15])=[C:10]([CH:12]([CH3:14])[CH3:13])[N:11]=4)[CH:8]=3)[CH:25]=2)[N:22]=1.